From a dataset of Experimentally validated miRNA-target interactions with 360,000+ pairs, plus equal number of negative samples. Binary Classification. Given a miRNA mature sequence and a target amino acid sequence, predict their likelihood of interaction. (1) The miRNA is mmu-miR-27a-5p with sequence AGGGCUUAGCUGCUUGUGAGCA. The protein sequence of the target gene is MSNSRKMSEPPRFFVGPEDAEINPGNYRRFFHHAEEEEEEEDESPPERQIVVGICSMAKKSKSKPMKEILERISLFKYITVVVFEEEIILNEPVENWPLCDCLISFHSKGFPLDKAVAYAKLRNPFVINDLNMQYLIQDRRDVYSILQAEGILLPRYAILNRDPNNPKECNLIEGEDHVEVNGEVFQKPFVEKPVSAEDHNVYIYYPTSAGGGSQRLFRKIGSRSSVYSPESNVRKTGSYIYEEFMPTDGTDVKVYTVGPDYAHAEARKSPALDGKVERDSEGKEVRYPVILNAREKLIA.... Result: 0 (no interaction). (2) The miRNA is hsa-miR-583 with sequence CAAAGAGGAAGGUCCCAUUAC. The protein sequence of the target gene is MDTARIAVVGAGVVGLSTAVCISKLVPRCSVTIISDKFTPDTTSDVAAGMLIPHTYPDTPIHTQKQWFRETFNHLFAIANSAEAGDAGVHLVSGWQIFQSTPTEEVPFWADVVLGFRKMTEAELKKFPQYVFGQAFTTLKCECPAYLPWLEKRIKGSGGWTLTRRIEDLWELHPSFDIVVNCSGLGSRQLAGDSKIFPVRGQVLQVQAPWVEHFIRDGSGLTYIYPGTSHVTLGGTRQKGDWNLSPDAENSREILSRCCALEPSLHGACNIREKVGLRPYRPGVRLQTELLARDGQRLPV.... Result: 0 (no interaction).